From a dataset of Reaction yield outcomes from USPTO patents with 853,638 reactions. Predict the reaction yield, written as a fraction of the theoretical maximum amount of product (1.0 means a 100% yield; for example, 0.34 means a 34% yield). (1) The reactants are [Br:1][C:2]1[CH:14]=[CH:13][C:12]2[C:11]3[C:6](=[CH:7][C:8]([Br:15])=[CH:9][CH:10]=3)[CH:5]([CH3:16])[C:4]=2[CH:3]=1.[OH-].[K+].O.Br[CH2:21][CH2:22][CH2:23][CH2:24][N:25]1[C:29](=[O:30])[C:28]2=[CH:31][CH:32]=[CH:33][CH:34]=[C:27]2[C:26]1=[O:35]. The catalyst is CS(C)=O.ClCCl. The product is [Br:1][C:2]1[CH:14]=[CH:13][C:12]2[C:11]3[C:6](=[CH:7][C:8]([Br:15])=[CH:9][CH:10]=3)[C:5]([CH2:21][CH2:22][CH2:23][CH2:24][N:25]3[C:29](=[O:30])[C:28]4[C:27](=[CH:34][CH:33]=[CH:32][CH:31]=4)[C:26]3=[O:35])([CH3:16])[C:4]=2[CH:3]=1. The yield is 0.200. (2) The reactants are [NH2:1][C@H:2]([CH2:6][OH:7])[CH:3]([CH3:5])[CH3:4].[CH2:8]([O:15][C:16](Cl)=[O:17])[C:9]1[CH:14]=[CH:13][CH:12]=[CH:11][CH:10]=1.C(N(CC)CC)C. The product is [CH2:8]([O:15][C:16](=[O:17])[NH:1][C@H:2]([CH2:6][OH:7])[CH:3]([CH3:5])[CH3:4])[C:9]1[CH:14]=[CH:13][CH:12]=[CH:11][CH:10]=1. The catalyst is C(Cl)Cl. The yield is 0.990. (3) The product is [CH3:2][O:3][C:4]1[CH:5]=[CH:6][C:7]([C:10]([CH:12]2[CH2:17][CH2:16][N:15]([CH:26]3[CH2:30][CH2:29][N:28]([CH2:31][C:32]([O:34][CH2:35][CH3:36])=[O:33])[C:27]3=[O:37])[CH2:14][CH2:13]2)=[O:11])=[CH:8][CH:9]=1. The reactants are Cl.[CH3:2][O:3][C:4]1[CH:9]=[CH:8][C:7]([C:10]([CH:12]2[CH2:17][CH2:16][NH:15][CH2:14][CH2:13]2)=[O:11])=[CH:6][CH:5]=1.C(N(CC)CC)C.Br[CH:26]1[CH2:30][CH2:29][N:28]([CH2:31][C:32]([O:34][CH2:35][CH3:36])=[O:33])[C:27]1=[O:37]. The catalyst is C(#N)C. The yield is 0.870. (4) The reactants are C([O:3][C:4](=[O:27])[CH2:5][N:6]1[CH:26]=[CH:25][C:10]([NH:11][C:12]([O:14][CH2:15][C:16]2[CH:24]=[CH:23][C:22]3[O:21][CH2:20][O:19][C:18]=3[CH:17]=2)=[O:13])=[N:9][C:7]1=[O:8])C.O.[OH-].[Li+].Cl. The catalyst is O1CCCC1.O. The product is [CH2:15]([O:14][C:12]([NH:11][C:10]1[CH:25]=[CH:26][N:6]([CH2:5][C:4]([OH:27])=[O:3])[C:7](=[O:8])[N:9]=1)=[O:13])[C:16]1[CH:24]=[CH:23][C:22]2[O:21][CH2:20][O:19][C:18]=2[CH:17]=1. The yield is 0.980. (5) The reactants are [Br:1][C:2]1[CH:7]=[C:6]([F:8])[CH:5]=[CH:4][C:3]=1[OH:9].[CH3:10][O:11][CH2:12]OC.[P].[OH-].[Na+]. The catalyst is ClCCl. The yield is 1.00. The product is [Br:1][C:2]1[CH:7]=[C:6]([F:8])[CH:5]=[CH:4][C:3]=1[O:9][CH2:10][O:11][CH3:12].